This data is from Forward reaction prediction with 1.9M reactions from USPTO patents (1976-2016). The task is: Predict the product of the given reaction. (1) Given the reactants [C:1]([O:5][C:6]([N:8]1[CH2:14][CH2:13][CH2:12][N:11]([C:15]([C:17]2[CH:18]=[C:19]3[C:23](=[CH:24][CH:25]=2)[NH:22][C:21]([C:26](O)=[O:27])=[CH:20]3)=[O:16])[CH2:10][CH2:9]1)=[O:7])([CH3:4])([CH3:3])[CH3:2].[NH:29]1[CH2:34][CH2:33][S:32](=[O:36])(=[O:35])[CH2:31][CH2:30]1.Cl.C(N=C=NCCCN(C)C)C, predict the reaction product. The product is: [C:1]([O:5][C:6]([N:8]1[CH2:14][CH2:13][CH2:12][N:11]([C:15]([C:17]2[CH:18]=[C:19]3[C:23](=[CH:24][CH:25]=2)[NH:22][C:21]([C:26]([N:29]2[CH2:34][CH2:33][S:32](=[O:36])(=[O:35])[CH2:31][CH2:30]2)=[O:27])=[CH:20]3)=[O:16])[CH2:10][CH2:9]1)=[O:7])([CH3:2])([CH3:4])[CH3:3]. (2) The product is: [ClH:2].[Cl:15][C:11]1[CH:10]=[C:9]([C:7]2[N:6]=[C:5]3[CH2:16][CH2:17][CH2:18][C:4]3=[C:3]([NH:19][C:20]3[CH:21]=[CH:22][C:23]([CH2:26][CH2:27][C:28]([NH2:30])=[O:29])=[CH:24][CH:25]=3)[CH:8]=2)[CH:14]=[CH:13][CH:12]=1. Given the reactants Cl.[Cl:2][C:3]1[CH:8]=[C:7]([C:9]2[CH:14]=[CH:13][CH:12]=[C:11]([Cl:15])[CH:10]=2)[N:6]=[C:5]2[CH2:16][CH2:17][CH2:18][C:4]=12.[NH2:19][C:20]1[CH:25]=[CH:24][C:23]([CH2:26][CH2:27][C:28]([NH2:30])=[O:29])=[CH:22][CH:21]=1, predict the reaction product.